This data is from Reaction yield outcomes from USPTO patents with 853,638 reactions. The task is: Predict the reaction yield, written as a fraction of the theoretical maximum amount of product (1.0 means a 100% yield; for example, 0.34 means a 34% yield). (1) The reactants are [Br:1][C:2]1[CH:11]=[CH:10][C:5]([C:6]([NH:8][NH2:9])=O)=[C:4]([F:12])[CH:3]=1.[CH3:13]OC(OC)N(C)C.[NH2:21][CH2:22][C@@H:23]1[CH2:27][CH2:26][N:25]([C:28]([O:30][C:31]([CH3:34])([CH3:33])[CH3:32])=[O:29])[CH2:24]1. The catalyst is C(Cl)Cl. The product is [Br:1][C:2]1[CH:11]=[CH:10][C:5]([C:6]2[N:21]([CH2:22][C@@H:23]3[CH2:27][CH2:26][N:25]([C:28]([O:30][C:31]([CH3:34])([CH3:33])[CH3:32])=[O:29])[CH2:24]3)[CH:13]=[N:9][N:8]=2)=[C:4]([F:12])[CH:3]=1. The yield is 0.410. (2) The reactants are Br[C:2]1[C:7](=[O:8])[N:6]([CH2:9][C:10]2[CH:15]=[CH:14][C:13]([C:16]3[C:17]([C:22]#[N:23])=[CH:18][CH:19]=[CH:20][CH:21]=3)=[CH:12][CH:11]=2)[C:5]([CH2:24][CH2:25][CH3:26])=[N:4][C:3]=1[CH2:27][CH3:28].[CH3:29][O:30][C:31]1[CH:32]=[C:33]([OH:37])[CH:34]=[CH:35][CH:36]=1.[OH-].[K+].CS(C)=O. The catalyst is C(OCC)(=O)C. The product is [CH2:27]([C:3]1[N:4]=[C:5]([CH2:24][CH2:25][CH3:26])[N:6]([CH2:9][C:10]2[CH:15]=[CH:14][C:13]([C:16]3[C:17]([C:22]#[N:23])=[CH:18][CH:19]=[CH:20][CH:21]=3)=[CH:12][CH:11]=2)[C:7](=[O:8])[C:2]=1[O:37][C:33]1[CH:34]=[CH:35][CH:36]=[C:31]([O:30][CH3:29])[CH:32]=1)[CH3:28]. The yield is 0.510. (3) The reactants are OS(O)(=O)=O.[O:6]1[CH2:18][CH2:17][CH2:16][CH2:15][CH2:14][CH2:13][CH2:12][CH2:11][CH2:10][CH2:9][CH2:8][C:7]1=[O:19].[CH3:20][OH:21]. No catalyst specified. The product is [CH3:20][O:21][C:18](=[O:6])[CH2:17][CH2:16][CH2:15][CH2:14][CH2:13][CH2:12][CH2:11][CH2:10][CH2:9][CH2:8][CH2:7][OH:19]. The yield is 0.880. (4) The reactants are [O:1]1[CH2:6][CH2:5][CH:4]([NH:7][CH2:8][C:9]([OH:11])=[O:10])[CH2:3][CH2:2]1.CCN(CC)CC.[O:19](C(OC(C)(C)C)=O)[C:20]([O:22][C:23]([CH3:26])([CH3:25])[CH3:24])=O.Cl.O.P. The catalyst is CN(C=O)C. The product is [C:23]([O:22][C:20]([N:7]([CH:4]1[CH2:3][CH2:2][O:1][CH2:6][CH2:5]1)[CH2:8][C:9]([OH:11])=[O:10])=[O:19])([CH3:26])([CH3:25])[CH3:24]. The yield is 0.430. (5) The reactants are [F:1][C:2]1[CH:17]=[CH:16][C:5]2[N:6]([CH2:11][C@H:12]([CH3:15])[CH2:13]I)[C:7](=[O:10])[CH2:8][O:9][C:4]=2[CH:3]=1.[CH:18](=[C:22]1[CH2:27][CH2:26][NH:25][CH2:24][CH2:23]1)[CH2:19][CH2:20][CH3:21]. The catalyst is CCCCCCC.CCOC(C)=O. The product is [CH:18](=[C:22]1[CH2:27][CH2:26][N:25]([CH2:13][C@@H:12]([CH3:15])[CH2:11][N:6]2[C:5]3[CH:16]=[CH:17][C:2]([F:1])=[CH:3][C:4]=3[O:9][CH2:8][C:7]2=[O:10])[CH2:24][CH2:23]1)[CH2:19][CH2:20][CH3:21]. The yield is 0.730. (6) The reactants are [OH:1][C:2]1[CH:3]=[C:4]2[C:9](=[CH:10][CH:11]=1)[C:8](=[O:12])[N:7]([CH2:13][CH:14]([CH3:16])[CH3:15])[C:6]([CH2:17][NH:18]C(=O)OC(C)(C)C)=[C:5]2[C:26]1[S:27][CH:28]=[CH:29][CH:30]=1.[ClH:31]. The catalyst is C(OCC)(=O)C. The product is [ClH:31].[NH2:18][CH2:17][C:6]1[N:7]([CH2:13][CH:14]([CH3:16])[CH3:15])[C:8](=[O:12])[C:9]2[C:4]([C:5]=1[C:26]1[S:27][CH:28]=[CH:29][CH:30]=1)=[CH:3][C:2]([OH:1])=[CH:11][CH:10]=2. The yield is 0.833. (7) The reactants are CC1(C)CCCC(C)(C)N1.[Li]CCCC.CCCCCC.[Cl:22][C:23]1[CH:24]=[N:25][CH:26]=[CH:27][C:28]=1[Cl:29].[N:30]([Si](C)(C)C)=[C:31]=[O:32].C(O)(=O)C. The catalyst is C(OCC)C.O. The product is [Cl:22][C:23]1[C:24]([C:31]([NH2:30])=[O:32])=[N:25][CH:26]=[CH:27][C:28]=1[Cl:29]. The yield is 0.390. (8) The reactants are C(O[C:6](=O)[NH:7][C:8]1[CH:13]=[C:12]([F:14])[C:11]([F:15])=[CH:10][C:9]=1[NH2:16])(C)(C)C.[CH:18]1([CH:24]=O)[CH2:23][CH2:22][CH2:21][CH2:20][CH2:19]1.Cl[C:27]1[CH:28]=[C:29]([CH2:33][C:34]([OH:36])=O)[CH:30]=[CH:31][CH:32]=1.[CH:37]1([N+:43]#[C-])[CH2:42][CH2:41][CH2:40][CH2:39][CH2:38]1.[ClH:45]. The catalyst is CO.O1CCOCC1. The product is [Cl:45][C:22]1[CH:23]=[C:18]([CH:19]=[CH:20][CH:21]=1)[CH2:24][C:6]1[N:7]([CH:33]([CH:29]2[CH2:28][CH2:27][CH2:32][CH2:31][CH2:30]2)[C:34]([NH:43][CH:37]2[CH2:42][CH2:41][CH2:40][CH2:39][CH2:38]2)=[O:36])[C:8]2[CH:13]=[C:12]([F:14])[C:11]([F:15])=[CH:10][C:9]=2[N:16]=1. The yield is 0.210. (9) The reactants are C1(P(C2CCCCC2)C2C=CC=CC=2C2C=CC=CC=2)CCCCC1.[CH3:26][O:27][C:28]1[CH:29]=[C:30]([NH2:40])[CH:31]=[CH:32][C:33]=1[N:34]1[CH:38]=[C:37]([CH3:39])[N:36]=[CH:35]1.[CH2:41]([C:48]1[CH:53]=[C:52](Cl)[N:51]=[C:50]([Cl:55])[N:49]=1)[C:42]1[CH:47]=[CH:46][CH:45]=[CH:44][CH:43]=1.C(=O)([O-])[O-].[K+].[K+]. The catalyst is O1CCOCC1.C([O-])(=O)C.[Pd+2].C([O-])(=O)C. The product is [CH2:41]([C:48]1[N:49]=[C:50]([Cl:55])[N:51]=[C:52]([NH:40][C:30]2[CH:31]=[CH:32][C:33]([N:34]3[CH:38]=[C:37]([CH3:39])[N:36]=[CH:35]3)=[C:28]([O:27][CH3:26])[CH:29]=2)[CH:53]=1)[C:42]1[CH:43]=[CH:44][CH:45]=[CH:46][CH:47]=1. The yield is 0.240. (10) The reactants are [Cl:1][C:2]1[CH:7]=[CH:6][C:5]([C:8]2[CH:24]=[CH:23][C:11]3[NH:12][CH2:13][CH:14]4[C:21](=O)[NH:20][CH2:19][CH2:18][N:15]4[C:16](=[O:17])[C:10]=3[CH:9]=2)=[C:4]([F:25])[CH:3]=1.[CH3:26][C:27]([CH3:32])([CH3:31])[CH2:28][CH:29]=O.C(O)(=[O:35])C.C(O[BH-](OC(=O)C)OC(=O)C)(=O)C.[Na+].C(=O)([O-])O.[Na+]. The catalyst is ClC(Cl)C.C1COCC1. The product is [Cl:1][C:2]1[CH:7]=[CH:6][C:5]([C:8]2[CH:24]=[CH:23][C:11]3[NH:12][C:13](=[O:35])[CH:14]4[CH2:21][N:20]([CH2:29][CH2:28][C:27]([CH3:32])([CH3:31])[CH3:26])[CH2:19][CH2:18][N:15]4[C:16](=[O:17])[C:10]=3[CH:9]=2)=[C:4]([F:25])[CH:3]=1. The yield is 0.350.